Predict the reactants needed to synthesize the given product. From a dataset of Full USPTO retrosynthesis dataset with 1.9M reactions from patents (1976-2016). Given the product [CH3:16][O:9][C:8]([C@H:5]1[CH2:6][CH2:7][C@@H:2]([OH:1])[CH2:3][CH2:4]1)=[O:10], predict the reactants needed to synthesize it. The reactants are: [OH:1][C@@H:2]1[CH2:7][CH2:6][C@H:5]([C:8]([OH:10])=[O:9])[CH2:4][CH2:3]1.S(=O)(=O)(O)O.[C:16](=O)([O-])[O-].[Na+].[Na+].